The task is: Predict the reactants needed to synthesize the given product.. This data is from Full USPTO retrosynthesis dataset with 1.9M reactions from patents (1976-2016). (1) Given the product [S:1]1[CH:5]=[CH:4][N:3]2[C:8]([C:9]3[CH:10]=[CH:17][C:16]([C:18]#[N:19])=[C:13]([CH3:12])[CH:14]=3)=[CH:7][CH:6]=[C:2]12, predict the reactants needed to synthesize it. The reactants are: [S:1]1[CH:5]=[CH:4][N:3]=[C:2]1[C:6]#[C:7][CH2:8][CH2:9][C:10]1[CH:17]=[CH:16][C:13]([C:14]#N)=[CH:12]C=1.[CH3:18][N:19](C)C(=O)C. (2) Given the product [OH:62][C:63]1[N:13]([C:14]2[CH:19]=[CH:83][C:82]([O:81][CH3:80])=[C:16]([N:22]([CH3:26])[CH2:23][CH2:24][CH3:25])[CH:15]=2)[C:11]([C:10]2[CH:27]=[C:28]([CH:39]([CH3:40])[CH3:41])[C:29]([OH:31])=[CH:30][C:9]=2[OH:8])=[N:64][N:65]=1, predict the reactants needed to synthesize it. The reactants are: C([O:8][C:9]1[CH:30]=[C:29]([O:31]CC2C=CC=CC=2)[C:28]([CH:39]([CH3:41])[CH3:40])=[CH:27][C:10]=1[C:11]([NH:13][C:14]1[CH:19]=CC(OC)=[C:16]([N:22]([CH3:26])[CH2:23][CH2:24][CH3:25])[CH:15]=1)=O)C1C=CC=CC=1.COC1C=CC(P2(SP(C3C=CC([O:62][CH3:63])=CC=3)(=S)S2)=S)=CC=1.[NH2:64][NH2:65].C1N=CN(C(N2C=NC=C2)=O)C=1.O1[CH2:83][CH2:82][O:81][CH2:80]C1. (3) Given the product [CH3:26][C:27]1[CH:32]=[CH:31][C:30]([N:33]2[C:5]([C:7]3[C:12](=[O:13])[CH:11]=[CH:10][N:9]([C:14]4[CH:19]=[CH:18][CH:17]=[C:16]([C:20]([F:23])([F:22])[F:21])[CH:15]=4)[N:8]=3)=[CH:4][CH:3]=[N:2]2)=[CH:29][CH:28]=1, predict the reactants needed to synthesize it. The reactants are: C[N:2](C)[CH:3]=[CH:4][C:5]([C:7]1[C:12](=[O:13])[CH:11]=[CH:10][N:9]([C:14]2[CH:19]=[CH:18][CH:17]=[C:16]([C:20]([F:23])([F:22])[F:21])[CH:15]=2)[N:8]=1)=O.Cl.[CH3:26][C:27]1[CH:32]=[CH:31][C:30]([NH:33]N)=[CH:29][CH:28]=1.CCN(CC)CC. (4) The reactants are: Br[C:2]1[CH:7]=[CH:6][CH:5]=[CH:4][C:3]=1[S:8]([N:11]([CH:25]([CH3:27])[CH3:26])[C:12]1[CH:17]=[CH:16][C:15]([C:18]([OH:24])([CH3:23])[C:19]([F:22])([F:21])[F:20])=[CH:14][CH:13]=1)(=[O:10])=[O:9].[CH:28]1(B(O)O)[CH2:30][CH2:29]1.[O-]P([O-])([O-])=O.[K+].[K+].[K+]. Given the product [CH:28]1([C:2]2[CH:7]=[CH:6][CH:5]=[CH:4][C:3]=2[S:8]([N:11]([CH:25]([CH3:27])[CH3:26])[C:12]2[CH:17]=[CH:16][C:15]([C:18]([OH:24])([CH3:23])[C:19]([F:22])([F:21])[F:20])=[CH:14][CH:13]=2)(=[O:10])=[O:9])[CH2:30][CH2:29]1, predict the reactants needed to synthesize it. (5) Given the product [OH:4][C:5]1[C:12]([C:13]2[CH:18]=[CH:17][CH:16]=[CH:15][CH:14]=2)=[N:11][C:10]([O:19][C:20]2[CH:21]=[CH:22][CH:23]=[CH:24][CH:25]=2)=[CH:9][C:6]=1[CH:7]=[O:8], predict the reactants needed to synthesize it. The reactants are: COC[O:4][C:5]1[C:12]([C:13]2[CH:18]=[CH:17][CH:16]=[CH:15][CH:14]=2)=[N:11][C:10]([O:19][C:20]2[CH:25]=[CH:24][CH:23]=[CH:22][CH:21]=2)=[CH:9][C:6]=1[CH:7]=[O:8].Cl.C([O-])([O-])=O.[K+].[K+]. (6) The reactants are: [OH:1][C:2]1[C:3]([CH3:20])=[C:4]2[C:9](=[C:10]([CH3:13])[C:11]=1[CH3:12])[O:8][CH:7]([CH:14]1[CH2:17][CH2:16]C1)[C:6]([CH:18]=[O:19])=[CH:5]2.[BH3-]C#N.[Na+]. Given the product [OH:19][CH2:18][C:6]1[C:7]2([CH2:16][CH2:17][CH2:14]2)[O:8][C:9]2[C:4](=[C:3]([CH3:20])[C:2]([OH:1])=[C:11]([CH3:12])[C:10]=2[CH3:13])[CH:5]=1, predict the reactants needed to synthesize it. (7) Given the product [CH2:20]([O:19][C:13](=[O:18])/[CH:22]=[C:23](/[N:24]1[CH2:27][CH2:28][CH2:26][CH2:25]1)\[C@H:34]([CH3:33])[C@H:29]([CH3:35])/[CH:30]=[CH:31]/[CH3:32])[CH3:21], predict the reactants needed to synthesize it. The reactants are: C[C@@H](N1CCCC1)/C=C\C.[Br-].[Li+].[C:13]([O:19][CH2:20][CH3:21])(=[O:18])C#CCC.[CH3:22][CH2:23][N:24]([CH2:27][CH3:28])[CH2:25][CH3:26].[C:29]1([CH3:35])[CH:34]=[CH:33][CH:32]=[CH:31][CH:30]=1. (8) Given the product [N:39]1([CH2:2][CH2:3][CH2:4][S:5]([N:8]2[CH2:13][CH2:12][CH:11]([C:14]3[C:22]4[C:17](=[C:18]([C:28]([NH2:30])=[O:29])[CH:19]=[C:20]([C:23]5[S:24][CH:25]=[CH:26][CH:27]=5)[CH:21]=4)[NH:16][N:15]=3)[CH2:10][CH2:9]2)(=[O:7])=[O:6])[CH2:43][CH2:42][CH2:41][CH2:40]1, predict the reactants needed to synthesize it. The reactants are: Cl[CH2:2][CH2:3][CH2:4][S:5]([N:8]1[CH2:13][CH2:12][CH:11]([C:14]2[C:22]3[C:17](=[C:18]([C:28]([NH2:30])=[O:29])[CH:19]=[C:20]([C:23]4[S:24][CH:25]=[CH:26][CH:27]=4)[CH:21]=3)[NH:16][N:15]=2)[CH2:10][CH2:9]1)(=[O:7])=[O:6].C([O-])([O-])=O.[K+].[K+].[I-].[Na+].[NH:39]1[CH2:43][CH2:42][CH2:41][CH2:40]1. (9) The reactants are: [C:1]([O:9][CH2:10][C:11]1[C:16](Cl)=[C:15]([F:18])[N:14]=[C:13]([F:19])[C:12]=1Cl)(=[O:8])[C:2]1[CH:7]=[CH:6][CH:5]=[CH:4][CH:3]=1. Given the product [C:1]([O:9][CH2:10][C:11]1[CH:16]=[C:15]([F:18])[N:14]=[C:13]([F:19])[CH:12]=1)(=[O:8])[C:2]1[CH:3]=[CH:4][CH:5]=[CH:6][CH:7]=1, predict the reactants needed to synthesize it. (10) Given the product [F:1][C:2]1[CH:3]=[CH:4][C:5]([C:8]([CH3:26])([CH3:25])[CH2:9][NH:10][C:11]2[N:16]=[N:15][C:14]([C:17]3[CH:18]=[C:19]([CH:22]=[CH:23][CH:24]=3)[C:20]([NH2:21])=[O:28])=[N:13][CH:12]=2)=[CH:6][CH:7]=1, predict the reactants needed to synthesize it. The reactants are: [F:1][C:2]1[CH:7]=[CH:6][C:5]([C:8]([CH3:26])([CH3:25])[CH2:9][NH:10][C:11]2[N:16]=[N:15][C:14]([C:17]3[CH:18]=[C:19]([CH:22]=[CH:23][CH:24]=3)[C:20]#[N:21])=[N:13][CH:12]=2)=[CH:4][CH:3]=1.C([O-])([O-])=[O:28].[K+].[K+].OO.